Dataset: Full USPTO retrosynthesis dataset with 1.9M reactions from patents (1976-2016). Task: Predict the reactants needed to synthesize the given product. (1) Given the product [F:1][C:2]1[CH:7]=[CH:6][C:5]([C:8]2[N:12]([CH3:13])[C:11]([C:14]([OH:16])=[O:15])=[CH:10][CH:9]=2)=[C:4]([CH3:18])[CH:3]=1, predict the reactants needed to synthesize it. The reactants are: [F:1][C:2]1[CH:7]=[CH:6][C:5]([C:8]2[N:12]([CH3:13])[C:11]([C:14]([O:16]C)=[O:15])=[CH:10][CH:9]=2)=[C:4]([CH3:18])[CH:3]=1.[OH-].[Na+]. (2) Given the product [NH2:1][C:2](=[O:30])[C@H:3]([NH:13][C:14]1[CH:22]=[CH:21][C:17]([C:18]([NH2:20])=[O:19])=[C:16]([NH:23][C:24]2[S:28][N:27]=[C:26]([CH3:29])[CH:25]=2)[CH:15]=1)[CH2:4][OH:5], predict the reactants needed to synthesize it. The reactants are: [NH2:1][C:2](=[O:30])[C@H:3]([NH:13][C:14]1[CH:22]=[CH:21][C:17]([C:18]([NH2:20])=[O:19])=[C:16]([NH:23][C:24]2[S:28][N:27]=[C:26]([CH3:29])[CH:25]=2)[CH:15]=1)[CH2:4][O:5]CC1C=CC=CC=1.B(Br)(Br)Br. (3) Given the product [N:2]([CH2:28][C:22]1([CH2:21][C:19]([O:18][CH2:17][CH2:16][C:14]#[N:15])=[O:20])[CH2:23][CH2:24][CH2:25][CH2:26][CH2:27]1)=[C:7]=[O:10], predict the reactants needed to synthesize it. The reactants are: C[N:2]1[CH2:7]COCC1.ClC(OCC)=[O:10].[C:14]([CH2:16][CH2:17][O:18][C:19]([CH2:21][C:22]1([CH2:28]C(O)=O)[CH2:27][CH2:26][CH2:25][CH2:24][CH2:23]1)=[O:20])#[N:15].[N-]=[N+]=[N-].[Na+]. (4) Given the product [CH3:18][C:13]1([C:11]([C:10]2[C:4]3[C:5](=[N:6][CH:7]=[C:2]([C:23]4[CH:24]=[C:25]([O:29][CH3:30])[C:26]([O:27][CH3:28])=[C:21]([O:20][CH3:19])[CH:22]=4)[N:3]=3)[NH:8][CH:9]=2)=[O:12])[CH2:17][CH2:16][CH2:15][CH2:14]1, predict the reactants needed to synthesize it. The reactants are: Br[C:2]1[N:3]=[C:4]2[C:10]([C:11]([C:13]3([CH3:18])[CH2:17][CH2:16][CH2:15][CH2:14]3)=[O:12])=[CH:9][NH:8][C:5]2=[N:6][CH:7]=1.[CH3:19][O:20][C:21]1[CH:22]=[C:23](B(O)O)[CH:24]=[C:25]([O:29][CH3:30])[C:26]=1[O:27][CH3:28]. (5) Given the product [CH3:1][O:2][C:3]1[CH:4]=[C:5]2[C:10](=[CH:11][C:12]=1[O:13][CH3:14])[N:9]=[CH:8][CH:7]=[C:6]2[O:15][C:16]1[C:22]([CH3:23])=[CH:21][C:19]([NH:20][C:40](=[O:42])[O:56][CH:54]([C:53]2[CH:57]=[C:58]([F:62])[C:59]([F:61])=[CH:60][C:52]=2[F:51])[CH3:55])=[C:18]([CH3:24])[CH:17]=1, predict the reactants needed to synthesize it. The reactants are: [CH3:1][O:2][C:3]1[CH:4]=[C:5]2[C:10](=[CH:11][C:12]=1[O:13][CH3:14])[N:9]=[CH:8][CH:7]=[C:6]2[O:15][C:16]1[C:22]([CH3:23])=[CH:21][C:19]([NH2:20])=[C:18]([CH3:24])[CH:17]=1.C1(C)C=CC=CC=1.C(N(CC)CC)C.Cl[C:40](Cl)([O:42]C(=O)OC(Cl)(Cl)Cl)Cl.[F:51][C:52]1[CH:60]=[C:59]([F:61])[C:58]([F:62])=[CH:57][C:53]=1[CH:54]([OH:56])[CH3:55]. (6) Given the product [CH3:1][O:5][C:6](=[O:23])[CH2:7][O:8][CH2:9][CH:10]1[CH2:11][CH2:12][NH:13][CH2:14][CH2:15]1, predict the reactants needed to synthesize it. The reactants are: [C:1]([O:5][C:6](=[O:23])[CH2:7][O:8][CH2:9][CH:10]1[CH2:15][CH2:14][N:13](C(OC(C)(C)C)=O)[CH2:12][CH2:11]1)(C)(C)C.Cl.O1CCOCC1.